This data is from Reaction yield outcomes from USPTO patents with 853,638 reactions. The task is: Predict the reaction yield, written as a fraction of the theoretical maximum amount of product (1.0 means a 100% yield; for example, 0.34 means a 34% yield). (1) The reactants are [CH2:1]([O:3][C:4]([C:6]1[NH:14][C:13]2[CH:12]=[CH:11][N:10]=[CH:9][C:8]=2[C:7]=1[NH:15][C:16]1[CH:21]=[CH:20][C:19]([I:22])=[CH:18][C:17]=1[F:23])=[O:5])[CH3:2].[CH2:24](Br)[C:25]#[CH:26].C1CCN2C(=NCCC2)CC1. The catalyst is C1COCC1. The product is [CH2:1]([O:3][C:4]([C:6]1[N:14]([CH2:26][C:25]#[CH:24])[C:13]2[CH:12]=[CH:11][N:10]=[CH:9][C:8]=2[C:7]=1[NH:15][C:16]1[CH:21]=[CH:20][C:19]([I:22])=[CH:18][C:17]=1[F:23])=[O:5])[CH3:2]. The yield is 0.453. (2) The reactants are C[O:2][C:3](=O)[CH2:4][C:5]1([OH:18])[CH2:10][CH2:9][N:8]([CH2:11][C:12]2[CH:17]=[CH:16][CH:15]=[CH:14][CH:13]=2)[CH2:7][CH2:6]1.[H-].[Al+3].[Li+].[H-].[H-].[H-].S([O-])([O-])(=O)=O.[Na+].[Na+]. The catalyst is C1COCC1. The product is [CH2:11]([N:8]1[CH2:7][CH2:6][C:5]([CH2:4][CH2:3][OH:2])([OH:18])[CH2:10][CH2:9]1)[C:12]1[CH:13]=[CH:14][CH:15]=[CH:16][CH:17]=1. The yield is 0.870. (3) The reactants are I[C:2]1[C:3]([CH:11]([CH3:13])[CH3:12])=[N:4][N:5]2[CH:10]=[CH:9][CH:8]=[CH:7][C:6]=12.CC1(C)C(C)(C)OB([C:22]2[CH:23]=[N:24][N:25](C(OC(C)(C)C)=O)[CH:26]=2)O1.C(#N)C.C([O-])(O)=O.[Na+]. The catalyst is FC(F)(F)C(O)=O.ClCCl. The product is [CH:11]([C:3]1[C:2]([C:22]2[CH:23]=[N:24][NH:25][CH:26]=2)=[C:6]2[CH:7]=[CH:8][CH:9]=[CH:10][N:5]2[N:4]=1)([CH3:13])[CH3:12]. The yield is 0.310. (4) The reactants are [N+:1]([C:4]1[CH:15]=[CH:14][CH:13]=[CH:12][C:5]=1[CH:6]=[N:7][NH:8][C:9](=[S:11])[NH2:10])([O-:3])=[O:2].C(O)(=O)CC(CC(O)=O)(C(O)=O)O.O.O.C([O-])(=O)CC(CC([O-])=O)(C([O-])=O)O.[Na+].[Na+].[Na+].[OH-].[NH4+]. The catalyst is O.O.O.O.O.O.O.[Fe](Cl)(Cl)Cl. The product is [N+:1]([C:4]1[CH:15]=[CH:14][CH:13]=[CH:12][C:5]=1[C:6]1[S:11][C:9]([NH2:10])=[N:8][N:7]=1)([O-:3])=[O:2]. The yield is 0.640. (5) The reactants are [CH2:1]([C@H:8]([NH:39][C:40](=[O:46])[O:41][C:42]([CH3:45])([CH3:44])[CH3:43])[C@@H:9]([O:31][Si:32]([C:35]([CH3:38])([CH3:37])[CH3:36])([CH3:34])[CH3:33])[CH2:10][C@@H:11]([NH:20][C:21]([O:23][CH2:24][C:25]1[CH:30]=[CH:29][CH:28]=[CH:27][CH:26]=1)=[O:22])[CH2:12][C:13]1[CH:18]=[CH:17][C:16](Br)=[CH:15][CH:14]=1)[C:2]1[CH:7]=[CH:6][CH:5]=[CH:4][CH:3]=1.[Li+].[Cl-].[CH3:49][C:50]1[CH:51]=[CH:52][C:53]([Sn](CCCC)(CCCC)CCCC)=[N:54][CH:55]=1. The catalyst is CN(C=O)C.Cl[Pd](Cl)([P](C1C=CC=CC=1)(C1C=CC=CC=1)C1C=CC=CC=1)[P](C1C=CC=CC=1)(C1C=CC=CC=1)C1C=CC=CC=1. The product is [CH2:1]([C@H:8]([NH:39][C:40](=[O:46])[O:41][C:42]([CH3:45])([CH3:44])[CH3:43])[C@@H:9]([O:31][Si:32]([C:35]([CH3:38])([CH3:37])[CH3:36])([CH3:34])[CH3:33])[CH2:10][C@@H:11]([NH:20][C:21]([O:23][CH2:24][C:25]1[CH:30]=[CH:29][CH:28]=[CH:27][CH:26]=1)=[O:22])[CH2:12][C:13]1[CH:18]=[CH:17][C:16]([C:53]2[CH:52]=[CH:51][C:50]([CH3:49])=[CH:55][N:54]=2)=[CH:15][CH:14]=1)[C:2]1[CH:7]=[CH:6][CH:5]=[CH:4][CH:3]=1. The yield is 0.740.